From a dataset of Full USPTO retrosynthesis dataset with 1.9M reactions from patents (1976-2016). Predict the reactants needed to synthesize the given product. (1) Given the product [CH2:46]([N:47]([CH3:49])[C:29](=[O:31])[CH2:28][CH2:27][C@@H:11]1[CH2:10][C@@H:9]([S:8][CH2:7][C:6]2[CH:5]=[CH:4][C:3]([O:2][CH3:1])=[CH:33][CH:32]=2)[CH2:13][N:12]1[S:14]([C:17]1[CH:26]=[CH:25][C:24]2[C:19](=[CH:20][CH:21]=[CH:22][CH:23]=2)[CH:18]=1)(=[O:15])=[O:16])[C:45]1[CH:44]=[CH:36][CH:35]=[CH:34][CH:38]=1, predict the reactants needed to synthesize it. The reactants are: [CH3:1][O:2][C:3]1[CH:33]=[CH:32][C:6]([CH2:7][S:8][C@H:9]2[CH2:13][N:12]([S:14]([C:17]3[CH:26]=[CH:25][C:24]4[C:19](=[CH:20][CH:21]=[CH:22][CH:23]=4)[CH:18]=3)(=[O:16])=[O:15])[C@H:11]([CH2:27][CH2:28][C:29]([OH:31])=O)[CH2:10]2)=[CH:5][CH:4]=1.[CH2:34]1[CH2:38]O[CH2:36][CH2:35]1.CCN=C=N[CH2:44][CH2:45][CH2:46][N:47]([CH3:49])C.C1C=CC2N(O)N=NC=2C=1. (2) Given the product [N+:20]([C:17]1[CH:18]=[CH:3][C:4]([N:5]2[CH2:10][CH2:9][NH:8][CH2:7][CH2:6]2)=[N:15][CH:16]=1)([O-:22])=[O:21], predict the reactants needed to synthesize it. The reactants are: CO[CH2:3][CH2:4][N:5]1[CH2:10][CH2:9][NH:8][CH2:7][CH2:6]1.[H-].[Na+].ClC1C=[CH:18][C:17]([N+:20]([O-:22])=[O:21])=[CH:16][N:15]=1.